Dataset: Cav3 T-type calcium channel HTS with 100,875 compounds. Task: Binary Classification. Given a drug SMILES string, predict its activity (active/inactive) in a high-throughput screening assay against a specified biological target. (1) The molecule is O=C(n1c2c(c(=O)[nH]c3c1nccc3)cccc2)CN1CCN(CC1)CCN. The result is 0 (inactive). (2) The result is 0 (inactive). The molecule is S1C(Nc2sccn2)(C(=O)Nc2c1cccc2)C(OCC)=O. (3) The drug is Clc1c(/C=N\c2oc(c(c2C#N)C)C)ccc(Cl)c1. The result is 0 (inactive). (4) The compound is o1c2CCC(C(=O)c2cc1)C(=O)c1ccccc1. The result is 0 (inactive). (5) The drug is O=C(Nc1ccccc1)Cn1nc(cc1C)C. The result is 0 (inactive). (6) The compound is S(=O)(=O)(N1CCC(CC1)C(=O)NCc1ncccc1)c1sccc1. The result is 0 (inactive). (7) The compound is Brc1ccc(NC(=O)CSc2[nH]nc(c(=O)n2)C)nc1. The result is 0 (inactive). (8) The molecule is Clc1c(cc(S(=O)(=O)N2CCOCC2)cc1)C(=O)Nc1c(O)cccc1. The result is 0 (inactive).